Dataset: Full USPTO retrosynthesis dataset with 1.9M reactions from patents (1976-2016). Task: Predict the reactants needed to synthesize the given product. (1) Given the product [NH2:1][C:4]1[CH:5]=[N:6][S:7][C:8]=1[N:9]1[CH2:14][C@H:13]([C:15]([F:16])([F:18])[F:17])[CH2:12][C@H:11]([NH:19][C:20](=[O:26])[O:21][C:22]([CH3:24])([CH3:23])[CH3:25])[CH2:10]1, predict the reactants needed to synthesize it. The reactants are: [N+:1]([C:4]1[CH:5]=[N:6][S:7][C:8]=1[N:9]1[CH2:14][C@H:13]([C:15]([F:18])([F:17])[F:16])[CH2:12][C@H:11]([NH:19][C:20](=[O:26])[O:21][C:22]([CH3:25])([CH3:24])[CH3:23])[CH2:10]1)([O-])=O.[NH4+].[Cl-].CCO. (2) Given the product [Cl:1][C:2]1[CH:7]=[C:6]([NH:8][CH2:12][CH3:13])[C:5]([I:9])=[CH:4][N:3]=1, predict the reactants needed to synthesize it. The reactants are: [Cl:1][C:2]1[CH:7]=[C:6]([NH2:8])[C:5]([I:9])=[CH:4][N:3]=1.C=O.[CH3:12][C:13](O)=O.C(O[BH-](OC(=O)C)OC(=O)C)(=O)C.[Na+]. (3) Given the product [Cl:19][C:12]1[C:13]([F:18])=[CH:14][CH:15]=[C:16]([F:17])[C:11]=1[CH2:10][N:9]1[CH2:8][CH2:7][NH:6][C:5]2[N:20]=[CH:21][C:2]([C:35]3[CH:36]=[CH:37][C:32]([NH:31][CH2:30][CH2:29][N:26]4[CH2:27][CH2:28][O:23][CH2:24][CH2:25]4)=[N:33][CH:34]=3)=[C:3]([CH3:22])[C:4]1=2, predict the reactants needed to synthesize it. The reactants are: Br[C:2]1[CH:21]=[N:20][C:5]2[NH:6][CH2:7][CH2:8][N:9]([CH2:10][C:11]3[C:16]([F:17])=[CH:15][CH:14]=[C:13]([F:18])[C:12]=3[Cl:19])[C:4]=2[C:3]=1[CH3:22].[O:23]1[CH2:28][CH2:27][N:26]([CH2:29][CH2:30][NH:31][C:32]2[CH:37]=[CH:36][C:35](B3OC(C)(C)C(C)(C)O3)=[CH:34][N:33]=2)[CH2:25][CH2:24]1. (4) Given the product [OH:42][CH2:39][C:40]([N:35]1[CH2:36][CH2:37][CH2:38][C@@H:33]([O:32][C:27]2[CH:26]=[CH:25][C:24]([C:20]3[N:19]=[C:18]([NH:17][C:14]4[CH:15]=[CH:16][C:11]([N:8]5[CH2:7][CH2:6][N:5]([CH:3]6[CH2:4][O:1][CH2:2]6)[CH2:10][CH2:9]5)=[CH:12][CH:13]=4)[N:23]=[CH:22][N:21]=3)=[CH:31][C:28]=2[C:29]#[N:30])[CH2:34]1)=[O:41], predict the reactants needed to synthesize it. The reactants are: [O:1]1[CH2:4][CH:3]([N:5]2[CH2:10][CH2:9][N:8]([C:11]3[CH:16]=[CH:15][C:14]([NH:17][C:18]4[N:23]=[CH:22][N:21]=[C:20]([C:24]5[CH:25]=[CH:26][C:27]([O:32][C@@H:33]6[CH2:38][CH2:37][CH2:36][NH:35][CH2:34]6)=[C:28]([CH:31]=5)[C:29]#[N:30])[N:19]=4)=[CH:13][CH:12]=3)[CH2:7][CH2:6]2)[CH2:2]1.[C:39](O)(=[O:42])[CH2:40][OH:41].CN(C(ON1N=NC2C=CC=NC1=2)=[N+](C)C)C.F[P-](F)(F)(F)(F)F.CCN(C(C)C)C(C)C. (5) Given the product [CH2:1]([O:3][C:4](=[O:18])[CH2:5][C@H:6]([NH:17][C:19]([O:21][C:22]([CH3:25])([CH3:24])[CH3:23])=[O:20])[CH2:7][C:8]1[CH:13]=[C:12]([F:14])[C:11]([F:15])=[CH:10][C:9]=1[F:16])[CH3:2], predict the reactants needed to synthesize it. The reactants are: [CH2:1]([O:3][C:4](=[O:18])[CH:5]=[C:6]([NH2:17])[CH2:7][C:8]1[CH:13]=[C:12]([F:14])[C:11]([F:15])=[CH:10][C:9]=1[F:16])[CH3:2].[C:19](O[C:19]([O:21][C:22]([CH3:25])([CH3:24])[CH3:23])=[O:20])([O:21][C:22]([CH3:25])([CH3:24])[CH3:23])=[O:20]. (6) Given the product [CH2:23]([N:19]([C:13]1[C:12]([I:29])=[C:11]2[C:16]([C:17](=[O:18])[N:8]([C:5]3[CH:4]=[CH:3][C:2]([Cl:1])=[CH:7][CH:6]=3)[C:9]([CH:30]([CH3:32])[CH3:31])=[N:10]2)=[CH:15][CH:14]=1)[C:20](=[O:22])[CH3:21])[CH2:24][CH:25]=[CH2:26], predict the reactants needed to synthesize it. The reactants are: [Cl:1][C:2]1[CH:7]=[CH:6][C:5]([N:8]2[C:17](=[O:18])[C:16]3[C:11](=[C:12]([I:29])[C:13]([N:19]([CH2:23][CH2:24][CH:25]=[C:26](C)C)[C:20](=[O:22])[CH3:21])=[CH:14][CH:15]=3)[N:10]=[C:9]2[CH:30]([CH3:32])[CH3:31])=[CH:4][CH:3]=1.BrCCC=C. (7) Given the product [O:9]1[CH2:14][CH2:13][CH2:12][CH2:11][CH:10]1[CH2:5][C:4]([O:3][CH2:2][CH3:1])=[O:8], predict the reactants needed to synthesize it. The reactants are: [CH3:1][CH2:2][O:3]/[C:4](/[O-:8])=[CH:5]/[N+]#N.[O:9]1[CH2:14][CH2:13][CH2:12][CH2:11][CH2:10]1.